The task is: Predict the reaction yield, written as a fraction of the theoretical maximum amount of product (1.0 means a 100% yield; for example, 0.34 means a 34% yield).. This data is from Reaction yield outcomes from USPTO patents with 853,638 reactions. (1) The reactants are [NH2:1][C:2]1[O:6][N:5]=[C:4]([C:7]2[CH:12]=[CH:11][CH:10]=[C:9]([O:13][C:14]([F:17])([F:16])[F:15])[CH:8]=2)[C:3]=1[C:18]([OH:20])=O.Cl.C(N=C=NCCCN(C)C)C.[Cl:33][C:34]1[CH:35]=[C:36]([N:41]2[CH2:46][CH2:45][NH:44][CH2:43][CH2:42]2)[CH:37]=[CH:38][C:39]=1[Cl:40]. The catalyst is ClCCl. The product is [NH2:1][C:2]1[O:6][N:5]=[C:4]([C:7]2[CH:12]=[CH:11][CH:10]=[C:9]([O:13][C:14]([F:15])([F:16])[F:17])[CH:8]=2)[C:3]=1[C:18]([N:44]1[CH2:43][CH2:42][N:41]([C:36]2[CH:37]=[CH:38][C:39]([Cl:40])=[C:34]([Cl:33])[CH:35]=2)[CH2:46][CH2:45]1)=[O:20]. The yield is 0.710. (2) The reactants are O1CCCC1.[C:6]([NH:14][C:15]1[CH:54]=[CH:53][C:18]([CH2:19][N:20]2[C:26]3[CH:27]=[CH:28][CH:29]=[CH:30][C:25]=3[N:24]([C:31]3[CH:36]=[CH:35][C:34]([CH2:37][NH:38][C:39]([O:41][C:42]([CH3:45])([CH3:44])[CH3:43])=[O:40])=[CH:33][CH:32]=3)[C:23](=[O:46])[CH:22]([CH2:47][C:48]([O:50]C)=[O:49])[C:21]2=[O:52])=[CH:17][CH:16]=1)(=[O:13])[C:7]1[CH:12]=[CH:11][CH:10]=[CH:9][CH:8]=1.[OH-].[Na+].S([O-])(O)(=O)=O.[K+]. The catalyst is O.CO. The product is [C:6]([NH:14][C:15]1[CH:16]=[CH:17][C:18]([CH2:19][N:20]2[C:26]3[CH:27]=[CH:28][CH:29]=[CH:30][C:25]=3[N:24]([C:31]3[CH:36]=[CH:35][C:34]([CH2:37][NH:38][C:39]([O:41][C:42]([CH3:45])([CH3:44])[CH3:43])=[O:40])=[CH:33][CH:32]=3)[C:23](=[O:46])[CH:22]([CH2:47][C:48]([OH:50])=[O:49])[C:21]2=[O:52])=[CH:53][CH:54]=1)(=[O:13])[C:7]1[CH:12]=[CH:11][CH:10]=[CH:9][CH:8]=1. The yield is 0.960.